The task is: Predict the reactants needed to synthesize the given product.. This data is from Full USPTO retrosynthesis dataset with 1.9M reactions from patents (1976-2016). (1) Given the product [NH2:1][C:4]1[CH:5]=[CH:6][C:7]([CH2:10][C:11](=[O:13])[CH3:12])=[CH:8][CH:9]=1, predict the reactants needed to synthesize it. The reactants are: [N+:1]([C:4]1[CH:9]=[CH:8][C:7]([CH2:10][C:11](=[O:13])[CH3:12])=[CH:6][CH:5]=1)([O-])=O. (2) Given the product [CH3:26][C:27]1([CH3:32])[CH2:28][O:29][CH:12]([CH:11]=[CH:10][C:7]2[CH:6]=[CH:5][C:4]([N+:1]([O-:3])=[O:2])=[CH:9][CH:8]=2)[O:13][CH2:30]1, predict the reactants needed to synthesize it. The reactants are: [N+:1]([C:4]1[CH:9]=[CH:8][C:7]([CH:10]=[CH:11][CH:12]=[O:13])=[CH:6][CH:5]=1)([O-:3])=[O:2].O.C1(C)C=CC(S(O)(=O)=O)=CC=1.[CH3:26][C:27]([CH3:32])([CH2:30]O)[CH2:28][OH:29].C(=O)(O)[O-].[Na+]. (3) The reactants are: [C:1]([O:5][C:6]([NH:8][C:9]1[S:10][CH:11]=[CH:12][C:13]=1[C:14]([O:16][CH3:17])=[O:15])=[O:7])([CH3:4])([CH3:3])[CH3:2].[Br:18]N1C(=O)CCC1=O.C(Cl)(Cl)Cl. Given the product [C:1]([O:5][C:6]([NH:8][C:9]1[S:10][C:11]([Br:18])=[CH:12][C:13]=1[C:14]([O:16][CH3:17])=[O:15])=[O:7])([CH3:4])([CH3:3])[CH3:2], predict the reactants needed to synthesize it. (4) Given the product [C:1]([C:4]1[CH:8]=[C:7]([Cl:26])[S:6][C:5]=1[NH:9][C:10](=[O:18])[C:11]([O:14][C:15](=[O:17])[CH3:16])([CH3:12])[CH3:13])(=[O:3])[NH2:2], predict the reactants needed to synthesize it. The reactants are: [C:1]([C:4]1[CH:8]=[CH:7][S:6][C:5]=1[NH:9][C:10](=[O:18])[C:11]([O:14][C:15](=[O:17])[CH3:16])([CH3:13])[CH3:12])(=[O:3])[NH2:2].C1C(=O)N([Cl:26])C(=O)C1. (5) Given the product [C:21]([O:20][C:18]([NH:17][CH:11]1[CH2:10][C:9]2[CH:8]=[C:7]([C:34]([O:69][CH3:68])=[O:35])[CH:16]=[CH:15][C:14]=2[CH2:13][CH2:12]1)=[O:19])([CH3:24])([CH3:23])[CH3:22], predict the reactants needed to synthesize it. The reactants are: FC(F)(F)S(O[C:7]1[CH:16]=[CH:15][C:14]2[CH2:13][CH2:12][CH:11]([NH:17][C:18]([O:20][C:21]([CH3:24])([CH3:23])[CH3:22])=[O:19])[CH2:10][C:9]=2[CH:8]=1)(=O)=O.C(N(CC)CC)C.[CH3:34][OH:35].C1(P(C2C=CC=CC=2)CCCP(C2C=CC=CC=2)C2C=CC=CC=2)C=CC=CC=1.CN([CH:68]=[O:69])C. (6) Given the product [CH2:7]([O:9][C:10](=[O:23])[CH2:11][C:12]1[C:16]2[CH:17]=[CH:18][C:19](/[CH:21]=[CH:32]/[C:31]3[C:26]([CH3:25])=[N:27][C:28]([CH3:52])=[CH:29][CH:30]=3)=[CH:20][C:15]=2[S:14][CH:13]=1)[CH3:8].[Cl-:24].[CH3:25][C:26]1[C:31]([CH2:32][P+:33]([C:34]2[CH:39]=[CH:38][CH:37]=[CH:36][CH:35]=2)([C:46]2[CH:47]=[CH:48][CH:49]=[CH:50][CH:51]=2)[C:40]2[CH:45]=[CH:44][CH:43]=[CH:42][CH:41]=2)=[CH:30][CH:29]=[C:28]([CH3:52])[N:27]=1, predict the reactants needed to synthesize it. The reactants are: C([O-])([O-])=O.[K+].[K+].[CH2:7]([O:9][C:10](=[O:23])[CH2:11][C:12]1[C:16]2[CH:17]=[CH:18][C:19]([CH:21]=O)=[CH:20][C:15]=2[S:14][CH:13]=1)[CH3:8].[Cl-:24].[CH3:25][C:26]1[C:31]([CH2:32][P+:33]([C:46]2[CH:51]=[CH:50][CH:49]=[CH:48][CH:47]=2)([C:40]2[CH:45]=[CH:44][CH:43]=[CH:42][CH:41]=2)[C:34]2[CH:39]=[CH:38][CH:37]=[CH:36][CH:35]=2)=[CH:30][CH:29]=[C:28]([CH3:52])[N:27]=1. (7) Given the product [F:1][C:2]1[CH:7]=[CH:6][CH:5]=[CH:4][C:3]=1[C@:8]12[CH2:9][O:10][C@H:11]([C:15]([F:16])([F:17])[F:18])[C@H:12]1[CH2:13][S:21][C:20]([NH:22][C:23](=[O:30])[C:24]1[CH:29]=[CH:28][CH:27]=[CH:26][CH:25]=1)=[N:19]2, predict the reactants needed to synthesize it. The reactants are: [F:1][C:2]1[CH:7]=[CH:6][CH:5]=[CH:4][C:3]=1[C@@:8]1([NH:19][C:20]([NH:22][C:23](=[O:30])[C:24]2[CH:29]=[CH:28][CH:27]=[CH:26][CH:25]=2)=[S:21])[C@H:12]([CH2:13]O)[C@@H:11]([C:15]([F:18])([F:17])[F:16])[O:10][CH2:9]1.FC(F)(F)S(OS(C(F)(F)F)(=O)=O)(=O)=O. (8) Given the product [F:16][C:13]1[CH:14]=[CH:15][C:10]([C:9]2[C:5]([C:3]([OH:4])=[O:2])=[N:6][N:7]([CH3:17])[N:8]=2)=[CH:11][CH:12]=1, predict the reactants needed to synthesize it. The reactants are: C[O:2][C:3]([C:5]1[C:9]([C:10]2[CH:15]=[CH:14][C:13]([F:16])=[CH:12][CH:11]=2)=[N:8][N:7]([CH3:17])[N:6]=1)=[O:4].[OH-].[Na+].Cl. (9) Given the product [Cl:3][C:4]1[N:9]=[C:8]([C:10]2[C:18]3[C:13](=[CH:14][CH:15]=[CH:16][CH:17]=3)[N:12]([CH3:20])[CH:11]=2)[CH:7]=[CH:6][N:5]=1, predict the reactants needed to synthesize it. The reactants are: [H-].[Na+].[Cl:3][C:4]1[N:9]=[C:8]([C:10]2[C:18]3[C:13](=[CH:14][CH:15]=[CH:16][CH:17]=3)[NH:12][CH:11]=2)[CH:7]=[CH:6][N:5]=1.I[CH3:20]. (10) Given the product [C:1]1([SiH:11]([Cl:13])[Cl:12])[C:10]2[C:5](=[CH:6][CH:7]=[CH:8][CH:9]=2)[CH:4]=[CH:3][CH:2]=1, predict the reactants needed to synthesize it. The reactants are: [C:1]1([Si:11](Cl)([Cl:13])[Cl:12])[C:10]2[C:5](=[CH:6][CH:7]=[CH:8][CH:9]=2)[CH:4]=[CH:3][CH:2]=1.C[SiH](Cl)Cl.